This data is from Forward reaction prediction with 1.9M reactions from USPTO patents (1976-2016). The task is: Predict the product of the given reaction. Given the reactants C(O)=O.[C:4](OC(=O)C)(=O)C.[NH2:11][C:12]1[CH:19]=[CH:18][C:15]([C:16]#[N:17])=[CH:14][CH:13]=1, predict the reaction product. The product is: [C:16]([C:15]1[CH:18]=[CH:19][C:12]([NH:11][CH3:4])=[CH:13][CH:14]=1)#[N:17].